From a dataset of Catalyst prediction with 721,799 reactions and 888 catalyst types from USPTO. Predict which catalyst facilitates the given reaction. (1) Reactant: C[O:2][C:3](=[O:27])[CH2:4][O:5][C:6]1[CH:15]=[CH:14][C:13]([Cl:16])=[C:12]2[C:7]=1[C:8]([CH3:26])=[C:9]([S:18][C:19]1[CH:24]=[CH:23][C:22]([Cl:25])=[CH:21][CH:20]=1)[C:10]([CH3:17])=[N:11]2.CO.[OH-].[Na+].Cl. Product: [Cl:16][C:13]1[CH:14]=[CH:15][C:6]([O:5][CH2:4][C:3]([OH:27])=[O:2])=[C:7]2[C:12]=1[N:11]=[C:10]([CH3:17])[C:9]([S:18][C:19]1[CH:20]=[CH:21][C:22]([Cl:25])=[CH:23][CH:24]=1)=[C:8]2[CH3:26]. The catalyst class is: 6. (2) Reactant: [NH2:1][CH:2]([C:6]1[CH:11]=[CH:10][C:9]([O:12][C:13]([F:16])([F:15])[F:14])=[CH:8][CH:7]=1)[C:3]([NH2:5])=[O:4].[C:17]([O:21][C:22](O[C:22]([O:21][C:17]([CH3:20])([CH3:19])[CH3:18])=[O:23])=[O:23])([CH3:20])([CH3:19])[CH3:18]. Product: [C:17]([O:21][C:22](=[O:23])[NH:1][CH:2]([C:6]1[CH:7]=[CH:8][C:9]([O:12][C:13]([F:14])([F:15])[F:16])=[CH:10][CH:11]=1)[C:3]([NH2:5])=[O:4])([CH3:20])([CH3:19])[CH3:18]. The catalyst class is: 7.